This data is from Forward reaction prediction with 1.9M reactions from USPTO patents (1976-2016). The task is: Predict the product of the given reaction. Given the reactants [CH:1]1([CH:7]([NH:24][C:25]2[CH:33]=[CH:32][C:28](C(O)=O)=[CH:27][CH:26]=2)[C:8]2[O:9][C:10]3[CH:22]=[CH:21][C:20]([F:23])=[CH:19][C:11]=3[C:12]=2[CH2:13][O:14][CH2:15][CH2:16][O:17][CH3:18])[CH2:6][CH2:5][CH2:4][CH2:3][CH2:2]1.CNC[CH2:37][C:38]([O:40][CH2:41][CH3:42])=[O:39].O.ON1C2C=CC=CC=2N=N1.Cl.C(N=C=NCCCN(C)C)C.[Cl-].[NH4+].[CH3:68][N:69]([CH3:72])[CH:70]=[O:71], predict the reaction product. The product is: [CH:1]1([CH:7]([NH:24][C:25]2[CH:26]=[CH:27][C:28]([C:70]([N:69]([CH3:72])[CH2:68][CH2:37][C:38]([O:40][CH2:41][CH3:42])=[O:39])=[O:71])=[CH:32][CH:33]=2)[C:8]2[O:9][C:10]3[CH:22]=[CH:21][C:20]([F:23])=[CH:19][C:11]=3[C:12]=2[CH2:13][O:14][CH2:15][CH2:16][O:17][CH3:18])[CH2:6][CH2:5][CH2:4][CH2:3][CH2:2]1.